From a dataset of Catalyst prediction with 721,799 reactions and 888 catalyst types from USPTO. Predict which catalyst facilitates the given reaction. (1) Reactant: [CH3:1][O:2][C:3](=[O:12])[CH2:4][C:5]1[CH:6]=[N:7][CH:8]=[C:9](Br)[CH:10]=1.C1(P(C2CCCCC2)C2C=CC=CC=2C2C(OC)=CC=CC=2OC)CCCCC1.P([O-])([O-])([O-])=O.[K+].[K+].[K+].[CH2:50]([C:52]([C:74]1[CH:79]=[CH:78][C:77](B2OC(C)(C)C(C)(C)O2)=[C:76]([CH3:89])[CH:75]=1)([C:55]1[CH:60]=[CH:59][C:58]([C:61]#[C:62][C:63]([CH2:71][CH3:72])([O:66][Si:67]([CH3:70])([CH3:69])[CH3:68])[CH2:64][CH3:65])=[C:57]([CH3:73])[CH:56]=1)[CH2:53][CH3:54])[CH3:51].C(=O)(O)[O-].[Na+]. Product: [CH3:1][O:2][C:3](=[O:12])[CH2:4][C:5]1[CH:6]=[N:7][CH:8]=[C:9]([C:77]2[CH:78]=[CH:79][C:74]([C:52]([CH2:53][CH3:54])([C:55]3[CH:60]=[CH:59][C:58]([C:61]#[C:62][C:63]([CH2:71][CH3:72])([O:66][Si:67]([CH3:68])([CH3:69])[CH3:70])[CH2:64][CH3:65])=[C:57]([CH3:73])[CH:56]=3)[CH2:50][CH3:51])=[CH:75][C:76]=2[CH3:89])[CH:10]=1. The catalyst class is: 493. (2) Reactant: [F:1][C:2]1[CH:7]=[CH:6][CH:5]=[CH:4][C:3]=1[C:8]1[N:9]=[C:10]([CH2:20][N:21]([CH3:29])[C:22](=[O:28])[O:23][C:24]([CH3:27])([CH3:26])[CH3:25])[S:11][C:12]=1SC1C=CC=CC=1.Cl[C:31]1[CH:36]=[CH:35][CH:34]=[C:33](C(OO)=O)[CH:32]=1.[S:41]([O-:45])([O-])(=[O:43])=S.[Na+].[Na+].[OH-].[Na+]. Product: [F:1][C:2]1[CH:7]=[CH:6][CH:5]=[CH:4][C:3]=1[C:8]1[N:9]=[C:10]([CH2:20][N:21]([CH3:29])[C:22](=[O:28])[O:23][C:24]([CH3:25])([CH3:26])[CH3:27])[S:11][C:12]=1[S:41]([C:31]1[CH:36]=[CH:35][CH:34]=[CH:33][CH:32]=1)(=[O:45])=[O:43]. The catalyst class is: 15. (3) Reactant: C[N:2]([CH:4]=[C:5]1[CH2:11][CH2:10][CH2:9][C:8]2[CH:12]=[C:13]([N:16]3[CH2:20][C@H:19]([CH2:21][N:22]4[CH:27]=[CH:26][CH:25]=[CH:24][C:23]4=[O:28])[O:18][C:17]3=[O:29])[CH:14]=[CH:15][C:7]=2[C:6]1=[O:30])C.NOS(O)(=O)=O.C(=O)(O)[O-].[Na+].C(OCC)(=O)C. Product: [O:30]1[C:6]2[C:7]3[CH:15]=[CH:14][C:13]([N:16]4[CH2:20][C@H:19]([CH2:21][N:22]5[CH:27]=[CH:26][CH:25]=[CH:24][C:23]5=[O:28])[O:18][C:17]4=[O:29])=[CH:12][C:8]=3[CH2:9][CH2:10][CH2:11][C:5]=2[CH:4]=[N:2]1. The catalyst class is: 5. (4) Reactant: O.[OH-].[Li+].[C:4]([S:7][C:8]1[N:9]=[C:10]([CH3:20])[N:11](C(OC(C)(C)C)=O)[CH:12]=1)(=O)[CH3:5].BrCC1[C:33]2[CH2:32][CH2:31][N:30]([C:34]([O:36][C:37]([CH3:40])([CH3:39])[CH3:38])=[O:35])[CH2:29][CH2:28][C:27]=2[CH:26]=[CH:25][C:24]=1[Cl:41]. Product: [C:37]([O:36][C:34]([N:30]1[CH2:31][CH2:32][C:33]2[C:5]([CH2:4][S:7][C:8]3[NH:9][C:10]([CH3:20])=[N:11][CH:12]=3)=[C:24]([Cl:41])[CH:25]=[CH:26][C:27]=2[CH2:28][CH2:29]1)=[O:35])([CH3:40])([CH3:39])[CH3:38]. The catalyst class is: 5. (5) Reactant: [H-].[Na+].[CH:3]([NH2:6])([CH3:5])[CH3:4].Cl[C:8]1[C:9](=[O:42])[N:10]([C:35]2[N:36]=[N:37][C:38]([CH3:41])=[CH:39][CH:40]=2)[CH:11]([C:24]2[CH:29]=[CH:28][C:27]([O:30][C:31]([F:34])([F:33])[F:32])=[CH:26][CH:25]=2)[C:12]=1[C:13](=[O:23])[C:14]1[CH:19]=[CH:18][C:17]([CH:20]([CH3:22])[CH3:21])=[CH:16][CH:15]=1. Product: [CH:3]([NH:6][C:8]1[C:9](=[O:42])[N:10]([C:35]2[N:36]=[N:37][C:38]([CH3:41])=[CH:39][CH:40]=2)[CH:11]([C:24]2[CH:29]=[CH:28][C:27]([O:30][C:31]([F:34])([F:33])[F:32])=[CH:26][CH:25]=2)[C:12]=1[C:13](=[O:23])[C:14]1[CH:19]=[CH:18][C:17]([CH:20]([CH3:22])[CH3:21])=[CH:16][CH:15]=1)([CH3:5])[CH3:4]. The catalyst class is: 18.